This data is from Reaction yield outcomes from USPTO patents with 853,638 reactions. The task is: Predict the reaction yield, written as a fraction of the theoretical maximum amount of product (1.0 means a 100% yield; for example, 0.34 means a 34% yield). (1) The reactants are [CH2:1]([N:8]1[CH2:13][CH2:12][CH:11]([NH2:14])[CH2:10][CH2:9]1)[C:2]1[CH:7]=[CH:6][CH:5]=[CH:4][CH:3]=1.[C:15]([N:19]1[C:23](=[O:24])[C:22](Cl)=[C:21]([C:26]2[CH:31]=[CH:30][CH:29]=[CH:28][CH:27]=2)[S:20]1(=[O:33])=[O:32])([CH3:18])([CH3:17])[CH3:16]. No catalyst specified. The product is [CH2:1]([N:8]1[CH2:13][CH2:12][CH:11]([NH:14][C:22]2[C:23](=[O:24])[N:19]([C:15]([CH3:17])([CH3:16])[CH3:18])[S:20](=[O:33])(=[O:32])[C:21]=2[C:26]2[CH:31]=[CH:30][CH:29]=[CH:28][CH:27]=2)[CH2:10][CH2:9]1)[C:2]1[CH:3]=[CH:4][CH:5]=[CH:6][CH:7]=1. The yield is 0.580. (2) The reactants are [CH2:1]([O:8][C:9]([NH:11][CH2:12][CH2:13][CH2:14][C@@H:15]([NH:19][C:20]([O:22][C:23]([CH3:26])([CH3:25])[CH3:24])=[O:21])[C:16]([OH:18])=O)=[O:10])[C:2]1[CH:7]=[CH:6][CH:5]=[CH:4][CH:3]=1.Cl.[CH3:28][O:29][NH:30][CH3:31].C1CN([P+](ON2N=NC3C=CC=CC2=3)(N2CCCC2)N2CCCC2)CC1.F[P-](F)(F)(F)(F)F.CCN(C(C)C)C(C)C. The catalyst is CC#N. The product is [CH3:28][O:29][N:30]([CH3:31])[C:16](=[O:18])[C@H:15]([NH:19][C:20]([O:22][C:23]([CH3:26])([CH3:25])[CH3:24])=[O:21])[CH2:14][CH2:13][CH2:12][NH:11][C:9]([O:8][CH2:1][C:2]1[CH:3]=[CH:4][CH:5]=[CH:6][CH:7]=1)=[O:10]. The yield is 0.990. (3) The reactants are [I-].[CH3:2][P+](C1C=CC=CC=1)(C1C=CC=CC=1)C1C=CC=CC=1.CC(C)([O-])C.[K+].[C:28]([C:32]1[CH:33]=[C:34]([CH:61]=[C:62]([C:64]([CH3:67])([CH3:66])[CH3:65])[CH:63]=1)[CH:35]=[CH:36][C:37]1[CH:38]=[C:39]([CH:42]=[C:43]([CH:45]=[CH:46][C:47]2[CH:52]=[C:51]([C:53]([CH3:56])([CH3:55])[CH3:54])[CH:50]=[C:49]([C:57]([CH3:60])([CH3:59])[CH3:58])[CH:48]=2)[CH:44]=1)[CH:40]=O)([CH3:31])([CH3:30])[CH3:29]. The catalyst is O1CCCC1. The product is [C:28]([C:32]1[CH:33]=[C:34]([CH:61]=[C:62]([C:64]([CH3:67])([CH3:66])[CH3:65])[CH:63]=1)[CH:35]=[CH:36][C:37]1[CH:38]=[C:39]([CH:42]=[C:43]([CH:45]=[CH:46][C:47]2[CH:52]=[C:51]([C:53]([CH3:56])([CH3:55])[CH3:54])[CH:50]=[C:49]([C:57]([CH3:60])([CH3:59])[CH3:58])[CH:48]=2)[CH:44]=1)[CH:40]=[CH2:2])([CH3:31])([CH3:30])[CH3:29]. The yield is 0.990. (4) The reactants are [F:1][C:2]1[C:9]([F:10])=[CH:8][C:5]([C:6]#[N:7])=[C:4]([N+:11]([O-])=O)[CH:3]=1.[O-]S(S([O-])=O)=O.[Na+].[Na+].CCO. The catalyst is O. The product is [NH2:11][C:4]1[CH:3]=[C:2]([F:1])[C:9]([F:10])=[CH:8][C:5]=1[C:6]#[N:7]. The yield is 0.390.